The task is: Predict the product of the given reaction.. This data is from Forward reaction prediction with 1.9M reactions from USPTO patents (1976-2016). (1) Given the reactants [C:1]([O:6][CH2:7][CH3:8])(=[O:5])[C:2]([CH3:4])=O.[Br:9][C:10]1[CH:11]=[CH:12][C:13]([N+:18]([O-])=O)=[C:14]([CH:17]=1)[CH:15]=O.[Sn](Cl)Cl, predict the reaction product. The product is: [Br:9][C:10]1[CH:17]=[C:14]2[C:13](=[CH:12][CH:11]=1)[N:18]=[C:2]([C:1]([O:6][CH2:7][CH3:8])=[O:5])[CH:4]=[CH:15]2. (2) Given the reactants C(N(CC)CC)C.[NH2:8][C@H:9]([C:12]([OH:14])=[O:13])[CH2:10][OH:11].Cl.C1C(=O)N([O:23][C:24]([O:26][CH2:27][CH:28]2[C:40]3[C:35](=[CH:36][CH:37]=[CH:38][CH:39]=3)[C:34]3[C:29]2=[CH:30][CH:31]=[CH:32][CH:33]=3)=O)C(=O)C1, predict the reaction product. The product is: [NH:8]([C:24]([O:26][CH2:27][CH:28]1[C:29]2[C:34](=[CH:33][CH:32]=[CH:31][CH:30]=2)[C:35]2[C:40]1=[CH:39][CH:38]=[CH:37][CH:36]=2)=[O:23])[C@H:9]([C:12]([OH:14])=[O:13])[CH2:10][OH:11].